Dataset: NCI-60 drug combinations with 297,098 pairs across 59 cell lines. Task: Regression. Given two drug SMILES strings and cell line genomic features, predict the synergy score measuring deviation from expected non-interaction effect. Drug 1: CCCS(=O)(=O)NC1=C(C(=C(C=C1)F)C(=O)C2=CNC3=C2C=C(C=N3)C4=CC=C(C=C4)Cl)F. Drug 2: C1=NC2=C(N=C(N=C2N1C3C(C(C(O3)CO)O)O)F)N. Cell line: NCI/ADR-RES. Synergy scores: CSS=8.03, Synergy_ZIP=-10.7, Synergy_Bliss=-14.6, Synergy_Loewe=-32.8, Synergy_HSA=-15.3.